This data is from Forward reaction prediction with 1.9M reactions from USPTO patents (1976-2016). The task is: Predict the product of the given reaction. (1) Given the reactants [Cl:1][C:2]1[CH:3]=[C:4]([C:9]2[CH:14]=[CH:13][C:12]([CH2:15][C@@H:16]([NH:20][C:21]([C:23]3[CH:24]=[C:25]([C:31]4[CH:36]=[CH:35][C:34]([C:37]([F:40])([F:39])[F:38])=[CH:33][CH:32]=4)[CH:26]=[CH:27][C:28]=3[O:29][CH3:30])=[O:22])[C:17]([OH:19])=O)=[CH:11][CH:10]=2)[CH:5]=[CH:6][C:7]=1[F:8].Cl.[CH3:42][NH:43][O:44][CH3:45], predict the reaction product. The product is: [Cl:1][C:2]1[CH:3]=[C:4]([C:9]2[CH:14]=[CH:13][C:12]([CH2:15][C@@H:16]([NH:20][C:21]([C:23]3[CH:24]=[C:25]([C:31]4[CH:32]=[CH:33][C:34]([C:37]([F:40])([F:38])[F:39])=[CH:35][CH:36]=4)[CH:26]=[CH:27][C:28]=3[O:29][CH3:30])=[O:22])[C:17](=[O:19])[N:43]([O:44][CH3:45])[CH3:42])=[CH:11][CH:10]=2)[CH:5]=[CH:6][C:7]=1[F:8]. (2) Given the reactants C[O:2][C:3]([C@@H:5]1[CH2:9][C@@H:8]([S:10]([C:13]2[CH:18]=[CH:17][C:16]([O:19][CH2:20][C:21]([F:24])([F:23])[F:22])=[CH:15][C:14]=2[C:25]([F:28])([F:27])[F:26])(=[O:12])=[O:11])[CH2:7][N:6]1[C:29]1[N:30]([CH:35]([CH3:37])[CH3:36])[N:31]=[C:32]([CH3:34])[CH:33]=1)=[O:4].COC([C@H]1C[C@@H](S(C2C=CC(OCC(F)(F)F)=CC=2C(F)(F)F)(=O)=O)CN1C1N(C(C)C)N=C(C)C=1)=O.[OH-].[Li+], predict the reaction product. The product is: [CH:35]([N:30]1[C:29]([N:6]2[CH2:7][C@H:8]([S:10]([C:13]3[CH:18]=[CH:17][C:16]([O:19][CH2:20][C:21]([F:22])([F:23])[F:24])=[CH:15][C:14]=3[C:25]([F:28])([F:27])[F:26])(=[O:12])=[O:11])[CH2:9][C@H:5]2[C:3]([OH:4])=[O:2])=[CH:33][C:32]([CH3:34])=[N:31]1)([CH3:37])[CH3:36]. (3) Given the reactants [CH3:1][O:2][C:3]([C:5]1[S:6][C:7]([C:26]#[C:27][C:28]([CH3:31])([CH3:30])[CH3:29])=[CH:8][C:9]=1[N:10]1[CH:15]([CH:16]2[CH2:21][CH2:20][CH2:19][CH2:18][CH2:17]2)[CH2:14][O:13][C@H:12]([CH2:22][CH:23]=[CH2:24])[C:11]1=[O:25])=[O:4].[Li+].[CH3:33]C([N-]C(C)C)C.CI, predict the reaction product. The product is: [CH3:1][O:2][C:3]([C:5]1[S:6][C:7]([C:26]#[C:27][C:28]([CH3:31])([CH3:30])[CH3:29])=[CH:8][C:9]=1[N:10]1[C@H:15]([CH:16]2[CH2:17][CH2:18][CH2:19][CH2:20][CH2:21]2)[CH2:14][O:13][C@:12]([CH2:22][CH:23]=[CH2:24])([CH3:33])[C:11]1=[O:25])=[O:4].[CH3:1][O:2][C:3]([C:5]1[S:6][C:7]([C:26]#[C:27][C:28]([CH3:31])([CH3:30])[CH3:29])=[CH:8][C:9]=1[N:10]1[C@H:15]([CH:16]2[CH2:17][CH2:18][CH2:19][CH2:20][CH2:21]2)[CH2:14][O:13][C@@:12]([CH2:22][CH:23]=[CH2:24])([CH3:33])[C:11]1=[O:25])=[O:4]. (4) The product is: [Cl:1][C:2]1[CH:3]=[C:4]([CH:14]=[C:15]([Cl:18])[C:16]=1[Cl:17])[CH2:5][N:6]1[CH:10]=[C:9]([C:11]2[N:19]=[C:20]3[CH:25]=[C:24]([CH2:26][OH:27])[CH:23]=[CH:22][N:21]3[CH:12]=2)[N:8]=[N:7]1. Given the reactants [Cl:1][C:2]1[CH:3]=[C:4]([CH:14]=[C:15]([Cl:18])[C:16]=1[Cl:17])[CH2:5][N:6]1[CH:10]=[C:9]([C:11](=O)[CH3:12])[N:8]=[N:7]1.[NH2:19][C:20]1[CH:25]=[C:24]([CH2:26][OH:27])[CH:23]=[CH:22][N:21]=1, predict the reaction product. (5) Given the reactants Br[C:2]1[CH:7]=[CH:6][C:5]([CH2:8][C:9]([O:11][CH2:12][CH3:13])=[O:10])=[CH:4][CH:3]=1.[C:14]([N:17]1[C:26]2[C:21](=[CH:22][C:23](B3OC(C)(C)C(C)(C)O3)=[CH:24][CH:25]=2)[C@H:20]([NH:36][C:37](=[O:42])[O:38][CH:39]([CH3:41])[CH3:40])[CH2:19][C@@H:18]1[CH3:43])(=[O:16])[CH3:15].C(=O)([O-])[O-].[K+].[K+].O1CCOCC1, predict the reaction product. The product is: [C:14]([N:17]1[C:26]2[C:21](=[CH:22][C:23]([C:2]3[CH:7]=[CH:6][C:5]([CH2:8][C:9]([O:11][CH2:12][CH3:13])=[O:10])=[CH:4][CH:3]=3)=[CH:24][CH:25]=2)[C@H:20]([NH:36][C:37]([O:38][CH:39]([CH3:41])[CH3:40])=[O:42])[CH2:19][C@@H:18]1[CH3:43])(=[O:16])[CH3:15]. (6) Given the reactants [CH3:1][C:2]1[N:3]=[CH:4][O:5][CH:6]=1.[CH2:7]([O:9][C:10](=[O:34])[N:11]([C:23]1[CH:28]=[C:27](Br)[N:26]=[C:25]([NH2:30])[C:24]=1[N+:31]([O-:33])=[O:32])[CH2:12][C:13]1[CH:14]=[N:15][C:16]([C:19]([F:22])([F:21])[F:20])=[CH:17][CH:18]=1)[CH3:8], predict the reaction product. The product is: [CH2:7]([O:9][C:10](=[O:34])[N:11]([C:23]1[CH:28]=[C:27]([C:4]2[O:5][CH:6]=[C:2]([CH3:1])[N:3]=2)[N:26]=[C:25]([NH2:30])[C:24]=1[N+:31]([O-:33])=[O:32])[CH2:12][C:13]1[CH:14]=[N:15][C:16]([C:19]([F:22])([F:20])[F:21])=[CH:17][CH:18]=1)[CH3:8].